Dataset: Forward reaction prediction with 1.9M reactions from USPTO patents (1976-2016). Task: Predict the product of the given reaction. (1) Given the reactants [Cl:1][C:2]1[C:3]([O:24][CH3:25])=[C:4]([CH:8]([CH2:22][CH3:23])[CH2:9][C:10]2([C:18]([F:21])([F:20])[F:19])[O:14]C=N[CH:11]2[O:15]CC)[CH:5]=[CH:6][CH:7]=1.Cl, predict the reaction product. The product is: [Cl:1][C:2]1[C:3]([O:24][CH3:25])=[C:4]([CH:8]([CH2:22][CH3:23])[CH2:9][C:10]([OH:14])([C:18]([F:21])([F:20])[F:19])[CH:11]=[O:15])[CH:5]=[CH:6][CH:7]=1. (2) Given the reactants Br[C:2]1[N:3]=[C:4]2[C:10]3[CH:11]=[CH:12][CH:13]=[CH:14][C:9]=3[NH:8][C:7]3[N:15]=[CH:16][CH:17]=[CH:18][C:6]=3[N:5]2[C:19]=1[C:20]1[CH:25]=[CH:24][C:23]([C:26]2([NH:30][C:31](=[O:37])[O:32][C:33]([CH3:36])([CH3:35])[CH3:34])[CH2:29][CH2:28][CH2:27]2)=[CH:22][CH:21]=1.[CH3:38][O:39][C:40]1[CH:45]=[CH:44][C:43]([C:46]2[CH:51]=[CH:50][C:49](B3OC(C)(C)C(C)(C)O3)=[CH:48][N:47]=2)=[CH:42][CH:41]=1.C([O-])([O-])=O.[Na+].[Na+], predict the reaction product. The product is: [C:33]([O:32][C:31](=[O:37])[NH:30][C:26]1([C:23]2[CH:24]=[CH:25][C:20]([C:19]3[N:5]4[C:6]5[CH:18]=[CH:17][CH:16]=[N:15][C:7]=5[NH:8][C:9]5[CH:14]=[CH:13][CH:12]=[CH:11][C:10]=5[C:4]4=[N:3][C:2]=3[C:49]3[CH:48]=[N:47][C:46]([C:43]4[CH:42]=[CH:41][C:40]([O:39][CH3:38])=[CH:45][CH:44]=4)=[CH:51][CH:50]=3)=[CH:21][CH:22]=2)[CH2:27][CH2:28][CH2:29]1)([CH3:36])([CH3:35])[CH3:34]. (3) Given the reactants [CH:1]1([CH:4]2[C:13]3[C:8](=[CH:9][C:10]([O:15][CH3:16])=[C:11]([OH:14])[CH:12]=3)[CH2:7][CH2:6][NH:5]2)[CH2:3][CH2:2]1.[C:17](OC(=O)C)(=[O:19])[CH3:18].C(N(CC)CC)C, predict the reaction product. The product is: [C:17]([N:5]1[CH2:6][CH2:7][C:8]2[C:13](=[CH:12][C:11]([OH:14])=[C:10]([O:15][CH3:16])[CH:9]=2)[CH:4]1[CH:1]1[CH2:3][CH2:2]1)(=[O:19])[CH3:18]. (4) The product is: [CH3:32][NH:33][C:21]([C:20]1[N:11]([CH2:10][C:8]2[CH:7]=[CH:6][C:5]3[O:1][CH2:2][O:3][C:4]=3[CH:9]=2)[C:12](=[O:31])[C:13]2[C:18]([C:19]=1[C:24]1[CH:29]=[CH:28][CH:27]=[CH:26][CH:25]=1)=[CH:17][C:16]([Br:30])=[CH:15][CH:14]=2)=[O:23]. Given the reactants [O:1]1[C:5]2[CH:6]=[CH:7][C:8]([CH2:10][N:11]3[C:20]([C:21]([OH:23])=O)=[C:19]([C:24]4[CH:29]=[CH:28][CH:27]=[CH:26][CH:25]=4)[C:18]4[C:13](=[CH:14][CH:15]=[C:16]([Br:30])[CH:17]=4)[C:12]3=[O:31])=[CH:9][C:4]=2[O:3][CH2:2]1.[CH3:32][NH2:33].C1COCC1, predict the reaction product. (5) Given the reactants [O:1]1[C:5]2[CH:6]=[CH:7][C:8]([C:10]([C:12]3[CH:17]=[CH:16][CH:15]=[CH:14][CH:13]=3)=O)=[CH:9][C:4]=2[CH:3]=[CH:2]1.C(O)(=O)C.[CH2:22]([SH:25])[CH2:23][SH:24].B(F)(F)F, predict the reaction product. The product is: [C:12]1([C:10]2([C:8]3[CH:7]=[CH:6][C:5]4[O:1][CH:2]=[CH:3][C:4]=4[CH:9]=3)[S:25][CH2:22][CH2:23][S:24]2)[CH:17]=[CH:16][CH:15]=[CH:14][CH:13]=1. (6) Given the reactants [CH2:1]([O:8][C:9]1[CH:10]=[C:11]([CH:15]=[CH:16][C:17]=1[CH3:18])[C:12](Cl)=[O:13])[C:2]1[CH:7]=[CH:6][CH:5]=[CH:4][CH:3]=1.[NH3:19], predict the reaction product. The product is: [CH2:1]([O:8][C:9]1[CH:10]=[C:11]([CH:15]=[CH:16][C:17]=1[CH3:18])[C:12]([NH2:19])=[O:13])[C:2]1[CH:7]=[CH:6][CH:5]=[CH:4][CH:3]=1.